This data is from Full USPTO retrosynthesis dataset with 1.9M reactions from patents (1976-2016). The task is: Predict the reactants needed to synthesize the given product. (1) Given the product [CH2:1]([C:5]1[CH:6]=[CH:10][C:11]([C:17]([NH:47][NH2:48])=[O:21])=[CH:12][CH:13]=1)[CH:2]([CH3:3])[CH3:4], predict the reactants needed to synthesize it. The reactants are: [CH2:1]([C:5]1[CH:13]=[CH:12][CH:11]=[CH:10][C:6]=1C(O)=O)[CH:2]([CH3:4])[CH3:3].CN([C:17]([O:21]N1N=NC2C=CC=CC1=2)=[N+](C)C)C.F[P-](F)(F)(F)(F)F.C(N(C(C)C)CC)(C)C.[NH2:47][NH2:48]. (2) Given the product [CH3:31][C:7]1[CH:8]=[C:9]([N:12]([CH3:30])[CH2:13][C:14]2[CH:19]=[N:18][C:17]([C:20]3[CH:21]=[CH:22][C:23]([C:26]([F:28])([F:27])[F:29])=[CH:24][CH:25]=3)=[CH:16][N:15]=2)[CH:10]=[CH:11][C:6]=1[O:5][CH2:4][C:3]([OH:32])=[O:2], predict the reactants needed to synthesize it. The reactants are: C[O:2][C:3](=[O:32])[CH2:4][O:5][C:6]1[CH:11]=[CH:10][C:9]([N:12]([CH3:30])[CH2:13][C:14]2[CH:19]=[N:18][C:17]([C:20]3[CH:25]=[CH:24][C:23]([C:26]([F:29])([F:28])[F:27])=[CH:22][CH:21]=3)=[CH:16][N:15]=2)=[CH:8][C:7]=1[CH3:31].[Li+].[OH-]. (3) The reactants are: [F:1][C:2]1[CH:3]=[N:4][C:5]2[CH:6]=[CH:7][C:8](=[O:17])[N:9]3[C@@H:14]([CH2:15][OH:16])[CH2:13][O:12][C:11]=1[C:10]=23.[S:18]([O-])(=[O:21])(=[O:20])[CH3:19]. Given the product [CH3:19][S:18]([O:16][CH2:15][C@@H:14]1[N:9]2[C:10]3[C:11](=[C:2]([F:1])[CH:3]=[N:4][C:5]=3[CH:6]=[CH:7][C:8]2=[O:17])[O:12][CH2:13]1)(=[O:21])=[O:20], predict the reactants needed to synthesize it. (4) Given the product [CH2:1]([O:8][CH2:9][C:10]1[N:11]([C:28]2[CH:33]=[CH:32][C:31]([N+:34]([O-:36])=[O:35])=[CH:30][CH:29]=2)[CH:12]=[C:13]([C:15]2[C:16]([C:21]3[CH:26]=[CH:25][CH:24]=[CH:23][CH:22]=3)=[N:17][O:18][C:19]=2[CH3:20])[N:14]=1)[C:2]1[CH:3]=[CH:4][CH:5]=[CH:6][CH:7]=1, predict the reactants needed to synthesize it. The reactants are: [CH2:1]([O:8][CH2:9][C:10]1[NH:11][CH:12]=[C:13]([C:15]2[C:16]([C:21]3[CH:26]=[CH:25][CH:24]=[CH:23][CH:22]=3)=[N:17][O:18][C:19]=2[CH3:20])[N:14]=1)[C:2]1[CH:7]=[CH:6][CH:5]=[CH:4][CH:3]=1.F[C:28]1[CH:33]=[CH:32][C:31]([N+:34]([O-:36])=[O:35])=[CH:30][CH:29]=1. (5) Given the product [CH3:17][N:10]1[CH:7]([C:3]2[CH:2]=[N:1][CH:6]=[CH:5][CH:4]=2)[CH2:8][C:9]1=[O:11], predict the reactants needed to synthesize it. The reactants are: [N:1]1[CH:6]=[CH:5][CH:4]=[C:3]([CH:7]2[NH:10][C:9](=[O:11])[CH2:8]2)[CH:2]=1.[H-].[Na+].[Cl-].[NH4+].O1CCC[CH2:17]1. (6) Given the product [CH3:1][O:2][C:3]1[CH:4]=[C:5]2[C:10](=[CH:11][C:12]=1[O:13][CH3:14])[N:9]=[CH:8][CH:7]=[C:6]2[O:15][C:16]1[CH:22]=[CH:21][C:19]([NH:20][C:29](=[O:35])[O:28][CH2:26][CH:37]=[CH2:38])=[C:18]([CH3:23])[C:17]=1[CH3:24], predict the reactants needed to synthesize it. The reactants are: [CH3:1][O:2][C:3]1[CH:4]=[C:5]2[C:10](=[CH:11][C:12]=1[O:13][CH3:14])[N:9]=[CH:8][CH:7]=[C:6]2[O:15][C:16]1[CH:22]=[CH:21][C:19]([NH2:20])=[C:18]([CH3:23])[C:17]=1[CH3:24].Cl[C:26](Cl)([O:28][C:29](=[O:35])OC(Cl)(Cl)Cl)Cl.[CH2:37](O)[CH:38]=C.C(=O)(O)[O-].[Na+].